The task is: Predict the product of the given reaction.. This data is from Forward reaction prediction with 1.9M reactions from USPTO patents (1976-2016). (1) Given the reactants [Br:1][C:2]1[CH:7]=[CH:6][C:5]([C:8]([C:10]2[CH:11]=[N:12][C:13]([O:16][CH3:17])=[CH:14][CH:15]=2)=O)=[CH:4][CH:3]=1.O.NN.[OH-].[K+].O.C(O)[CH2:25][OH:26], predict the reaction product. The product is: [Br:1][C:2]1[CH:7]=[CH:6][C:5]([CH2:8][C:10]2[CH:15]=[CH:14][C:13]([O:16][CH2:17][CH2:25][OH:26])=[N:12][CH:11]=2)=[CH:4][CH:3]=1. (2) Given the reactants [Cl:1][C:2]1[C:3]([O:20][CH3:21])=[C:4]([C:8]([CH3:19])([CH3:18])[CH2:9][C:10]([OH:17])([C:13]([F:16])([F:15])[F:14])[CH:11]=O)[CH:5]=[CH:6][CH:7]=1.[NH2:22][C:23]1[CH:32]=[CH:31][CH:30]=[C:29]2[C:24]=1[CH:25]=[N:26][N:27]([CH3:34])[C:28]2=[O:33], predict the reaction product. The product is: [Cl:1][C:2]1[C:3]([O:20][CH3:21])=[C:4]2[C:5](=[CH:6][CH:7]=1)[CH:11]([NH:22][C:23]1[CH:32]=[CH:31][CH:30]=[C:29]3[C:24]=1[CH:25]=[N:26][N:27]([CH3:34])[C:28]3=[O:33])[C:10]([OH:17])([C:13]([F:15])([F:16])[F:14])[CH2:9][C:8]2([CH3:19])[CH3:18]. (3) Given the reactants [I:1]N1C(=O)CCC1=O.[F:9][C:10]1[CH:30]=[C:29]([F:31])[CH:28]=[CH:27][C:11]=1[O:12][C:13]1[N:18]=[C:17]2[NH:19][N:20]=[CH:21][C:16]2=[C:15]([NH:22][CH2:23][C@H:24]([OH:26])[CH3:25])[N:14]=1, predict the reaction product. The product is: [F:9][C:10]1[CH:30]=[C:29]([F:31])[CH:28]=[CH:27][C:11]=1[O:12][C:13]1[N:18]=[C:17]2[NH:19][N:20]=[C:21]([I:1])[C:16]2=[C:15]([NH:22][CH2:23][CH:24]([OH:26])[CH3:25])[N:14]=1. (4) Given the reactants Br[C:2]1[C:7]2[N:8]=[C:9]([C:11]3[CH:16]=[CH:15][C:14]([O:17][CH3:18])=[CH:13][CH:12]=3)[S:10][C:6]=2[CH:5]=[CH:4][CH:3]=1.[Cu][C:20]#[N:21].Cl, predict the reaction product. The product is: [CH3:18][O:17][C:14]1[CH:15]=[CH:16][C:11]([C:9]2[S:10][C:6]3[C:7](=[C:2]([C:20]#[N:21])[CH:3]=[CH:4][CH:5]=3)[N:8]=2)=[CH:12][CH:13]=1. (5) Given the reactants Cl[C:2]1[CH:7]=[C:6]([O:8][CH3:9])[CH:5]=[CH:4][N:3]=1.[CH2:10]([O:17][C:18]1[CH:23]=[CH:22][C:21]([CH:24]=[O:25])=[CH:20][C:19]=1B(O)O)[C:11]1[CH:16]=[CH:15][CH:14]=[CH:13][CH:12]=1.C([O-])([O-])=O.[K+].[K+], predict the reaction product. The product is: [CH2:10]([O:17][C:18]1[CH:19]=[CH:20][C:21]([CH:24]=[O:25])=[CH:22][C:23]=1[C:2]1[CH:7]=[C:6]([O:8][CH3:9])[CH:5]=[CH:4][N:3]=1)[C:11]1[CH:12]=[CH:13][CH:14]=[CH:15][CH:16]=1. (6) Given the reactants [Cl:1][C:2]([Cl:37])([Cl:36])[CH2:3][O:4][C:5](=[O:35])[C:6]1[CH:11]=[CH:10][CH:9]=[CH:8][C:7]=1[CH2:12][S:13][C:14]1[CH:19]=[CH:18][CH:17]=[C:16]([CH2:20][C:21]([O:23]CC2C=CC(C(F)(F)F)=CC=2)=[O:22])[CH:15]=1.ClC(Cl)(Cl)COC(=O)C1C=CC=CC=1CSC1C=CC=C(CC(O)=O)C=1.[F:64][C:65]([F:76])([F:75])[C:66]1[CH:71]=[CH:70][C:69]([CH:72](O)[CH3:73])=[CH:68][CH:67]=1.C(Cl)Cl, predict the reaction product. The product is: [Cl:1][C:2]([Cl:36])([Cl:37])[CH2:3][O:4][C:5](=[O:35])[C:6]1[CH:11]=[CH:10][CH:9]=[CH:8][C:7]=1[CH2:12][S:13][C:14]1[CH:19]=[CH:18][CH:17]=[C:16]([CH2:20][C:21]([O:23][CH2:73][CH2:72][C:69]2[CH:68]=[CH:67][C:66]([C:65]([F:64])([F:75])[F:76])=[CH:71][CH:70]=2)=[O:22])[CH:15]=1. (7) Given the reactants Br[C:2]1[CH:7]=[CH:6][C:5]([N:8]2[C:12]([CH2:13][C@@H:14]3[CH2:18][CH2:17][N:16]([C:19]([CH:21]4[CH2:23][CH2:22]4)=[O:20])[CH2:15]3)=[N:11][NH:10][C:9]2=[O:24])=[CH:4][CH:3]=1.[C:25]1(B(O)O)[C:34]2[C:29](=[CH:30][CH:31]=[CH:32][CH:33]=2)[CH:28]=[CH:27][CH:26]=1.C(=O)([O-])[O-].[K+].[K+], predict the reaction product. The product is: [CH:21]1([C:19]([N:16]2[CH2:17][CH2:18][C@@H:14]([CH2:13][C:12]3[N:8]([C:5]4[CH:6]=[CH:7][C:2]([C:33]5[C:34]6[C:29](=[CH:28][CH:27]=[CH:26][CH:25]=6)[CH:30]=[CH:31][CH:32]=5)=[CH:3][CH:4]=4)[C:9](=[O:24])[NH:10][N:11]=3)[CH2:15]2)=[O:20])[CH2:23][CH2:22]1.